Predict the reaction yield, written as a fraction of the theoretical maximum amount of product (1.0 means a 100% yield; for example, 0.34 means a 34% yield). From a dataset of Reaction yield outcomes from USPTO patents with 853,638 reactions. (1) The reactants are C([O:3][C:4](=[O:23])[CH2:5][O:6][C:7]1[CH:12]=[CH:11][C:10]([C:13]2[CH:18]=[C:17]([C:19]#[N:20])[C:16](=[O:21])[NH:15][C:14]=2[CH3:22])=[CH:9][CH:8]=1)C.O.[OH-].[Li+]. The catalyst is O1CCOCC1.O. The product is [C:19]([C:17]1[C:16](=[O:21])[NH:15][C:14]([CH3:22])=[C:13]([C:10]2[CH:11]=[CH:12][C:7]([O:6][CH2:5][C:4]([OH:23])=[O:3])=[CH:8][CH:9]=2)[CH:18]=1)#[N:20]. The yield is 0.640. (2) The reactants are Br[C:2]1[S:3][CH:4]=[CH:5][N:6]=1.C([Li])CCC.[CH3:12][C:13]([O:16][C:17](=[O:28])[NH:18][CH2:19][CH2:20][CH2:21][C:22](NCOC)=[O:23])([CH3:15])[CH3:14]. The catalyst is O1CCCC1.CCCCCC. The product is [CH3:15][C:13]([O:16][C:17](=[O:28])[NH:18][CH2:19][CH2:20][CH2:21][C:22](=[O:23])[C:2]1[S:3][CH:4]=[CH:5][N:6]=1)([CH3:12])[CH3:14]. The yield is 0.150. (3) The reactants are Cl[C:2]1[N:7]=[C:6]([NH:8][C:9]2[CH:10]=[C:11]([NH:15][C:16](=[O:19])[CH:17]=[CH2:18])[CH:12]=[CH:13][CH:14]=2)[C:5]([N+:20]([O-:22])=[O:21])=[CH:4][N:3]=1.[CH3:23][O:24][CH2:25][CH2:26][O:27][C:28]1[CH:34]=[CH:33][C:31]([NH2:32])=[CH:30][CH:29]=1.Cl. The catalyst is CCCCO. The product is [CH3:23][O:24][CH2:25][CH2:26][O:27][C:28]1[CH:34]=[CH:33][C:31]([NH:32][C:2]2[N:7]=[C:6]([NH:8][C:9]3[CH:10]=[C:11]([NH:15][C:16](=[O:19])[CH:17]=[CH2:18])[CH:12]=[CH:13][CH:14]=3)[C:5]([N+:20]([O-:22])=[O:21])=[CH:4][N:3]=2)=[CH:30][CH:29]=1. The yield is 0.700.